Dataset: Catalyst prediction with 721,799 reactions and 888 catalyst types from USPTO. Task: Predict which catalyst facilitates the given reaction. (1) Reactant: IC1C=CC=CC=1C(Cl)=O.[CH3:11][O:12][C:13]1[CH:14]=[C:15]2[C:20](=[CH:21][C:22]=1[O:23][CH3:24])[N:19]=[CH:18][CH:17]=[C:16]2[O:25][C:26]1[CH:32]=[CH:31][C:29]([NH2:30])=[CH:28][C:27]=1[F:33].[I:34][C:35]1[CH:40]=[CH:39][CH:38]=[CH:37][C:36]=1[C:41]([N:43]=[C:44]=[S:45])=[O:42]. Product: [I:34][C:35]1[CH:40]=[CH:39][CH:38]=[CH:37][C:36]=1[C:41]([N:43]=[C:44]=[S:45])=[O:42].[CH3:11][O:12][C:13]1[CH:14]=[C:15]2[C:20](=[CH:21][C:22]=1[O:23][CH3:24])[N:19]=[CH:18][CH:17]=[C:16]2[O:25][C:26]1[CH:32]=[CH:31][C:29]([NH:30][C:44]([NH:43][C:41](=[O:42])[C:36]2[CH:37]=[CH:38][CH:39]=[CH:40][C:35]=2[I:34])=[S:45])=[CH:28][C:27]=1[F:33]. The catalyst class is: 234. (2) Reactant: [C:1]1([CH3:11])[CH:6]=[CH:5][C:4]([S:7](Cl)(=[O:9])=[O:8])=[CH:3][CH:2]=1.[CH2:12]([OH:30])[CH2:13][O:14][CH2:15][CH2:16][O:17][CH2:18][CH2:19][O:20][CH2:21][CH2:22][O:23][CH2:24][CH2:25][O:26][CH2:27][CH2:28][OH:29].C(N([CH2:36][CH3:37])CC)C. Product: [S:7]([O:29][CH2:28][CH2:27][O:26][CH2:25][CH2:24][O:23][CH2:22][CH2:21][O:20][CH2:19][CH2:18][O:17][CH2:16][CH2:15][O:14][CH2:13][CH2:12][O:30][S:7]([C:37]1[CH:36]=[CH:6][C:1]([CH3:11])=[CH:2][CH:3]=1)(=[O:9])=[O:8])([C:4]1[CH:5]=[CH:6][C:1]([CH3:11])=[CH:2][CH:3]=1)(=[O:9])=[O:8]. The catalyst class is: 2. (3) Reactant: [C:1]([O:5][C:6](=[O:36])[NH:7][C:8]1([C:12]2[CH:17]=[CH:16][C:15]([C:18]3[C:19]([C:30]4[CH:35]=[CH:34][CH:33]=[CH:32][CH:31]=4)=[CH:20][C:21]4[NH:27][C:26](=[O:28])[CH2:25][CH2:24][NH:23][C:22]=4[N:29]=3)=[CH:14][CH:13]=2)[CH2:11][CH2:10][CH2:9]1)([CH3:4])([CH3:3])[CH3:2].[H-].[Na+].[F:39][CH2:40][CH2:41]I.O. The catalyst class is: 3. Product: [C:1]([O:5][C:6](=[O:36])[NH:7][C:8]1([C:12]2[CH:13]=[CH:14][C:15]([C:18]3[C:19]([C:30]4[CH:31]=[CH:32][CH:33]=[CH:34][CH:35]=4)=[CH:20][C:21]4[N:27]([CH2:41][CH2:40][F:39])[C:26](=[O:28])[CH2:25][CH2:24][NH:23][C:22]=4[N:29]=3)=[CH:16][CH:17]=2)[CH2:11][CH2:10][CH2:9]1)([CH3:4])([CH3:2])[CH3:3]. (4) Reactant: [C:1]([O:4][C:5]1[CH:10]=[CH:9][C:8]([C:11]([C:30]2[CH:35]=[CH:34][C:33]([O:36][C:37](=[O:39])[CH3:38])=[CH:32][CH:31]=2)=[C:12]([C:15]2[CH:20]=[CH:19][C:18](/[CH:21]=[CH:22]/[C:23]([O:25]C(C)(C)C)=[O:24])=[CH:17][CH:16]=2)[CH2:13][CH3:14])=[CH:7][CH:6]=1)(=[O:3])[CH3:2].C(C(O)=O)(F)(F)F. Product: [C:1]([O:4][C:5]1[CH:6]=[CH:7][C:8]([C:11]([C:30]2[CH:31]=[CH:32][C:33]([O:36][C:37](=[O:39])[CH3:38])=[CH:34][CH:35]=2)=[C:12]([C:15]2[CH:20]=[CH:19][C:18](/[CH:21]=[CH:22]/[C:23]([OH:25])=[O:24])=[CH:17][CH:16]=2)[CH2:13][CH3:14])=[CH:9][CH:10]=1)(=[O:3])[CH3:2]. The catalyst class is: 2.